The task is: Predict the reactants needed to synthesize the given product.. This data is from Full USPTO retrosynthesis dataset with 1.9M reactions from patents (1976-2016). (1) Given the product [ClH:29].[NH2:9][C:7]1[CH:6]=[CH:5][C:4]([C:12]2[N:16]3[CH:17]=[C:18]([C:21]4[CH:26]=[CH:25][C:24]([O:27][CH3:28])=[CH:23][CH:22]=4)[CH:19]=[CH:20][C:15]3=[N:14][N:13]=2)=[C:3]([O:2][CH3:1])[CH:8]=1, predict the reactants needed to synthesize it. The reactants are: [CH3:1][O:2][C:3]1[CH:8]=[C:7]([N+:9]([O-])=O)[CH:6]=[CH:5][C:4]=1[C:12]1[N:16]2[CH:17]=[C:18]([C:21]3[CH:26]=[CH:25][C:24]([O:27][CH3:28])=[CH:23][CH:22]=3)[CH:19]=[CH:20][C:15]2=[N:14][N:13]=1.[Cl:29][Sn]Cl.C([O-])([O-])=O.[Na+].[Na+].Cl. (2) Given the product [Cl:1][C:2]1[CH:14]=[CH:13][C:5]2[NH:6][C:7]([S:9][C:12]3[CH:24]=[CH:25][CH:26]=[C:27]4[C:22]=3[NH:21][CH:20]=[C:19]4[S:16]([CH3:15])(=[O:18])=[O:17])=[N:8][C:4]=2[CH:3]=1, predict the reactants needed to synthesize it. The reactants are: [Cl:1][C:2]1[CH:14]=[CH:13][C:5]2[NH:6][C:7]([S:9]([CH3:12])(=O)=O)=[N:8][C:4]=2[CH:3]=1.[CH3:15][S:16]([C:19]1[C:27]2[C:22](=C([S-])[CH:24]=[CH:25][CH:26]=2)[NH:21][CH:20]=1)(=[O:18])=[O:17].[Na+]. (3) Given the product [Br:1][C:2]1[S:3][C:4]([NH:32][C:33](=[O:39])[O:34][C:35]([CH3:38])([CH3:36])[CH3:37])=[C:5]([C:7](=[O:31])[NH:8][C:9]2[CH:10]=[N:11][N:12]([CH2:43][CH:40]3[CH2:42][CH2:41]3)[C:13]=2[N:14]2[CH2:20][CH2:19][CH2:18][C@@H:17]([NH:21][C:22](=[O:27])[C:23]([F:26])([F:25])[F:24])[CH2:16][CH2:15]2)[N:6]=1, predict the reactants needed to synthesize it. The reactants are: [Br:1][C:2]1[S:3][C:4]([NH:32][C:33](=[O:39])[O:34][C:35]([CH3:38])([CH3:37])[CH3:36])=[C:5]([C:7](=[O:31])[NH:8][C:9]2[CH:10]=[N:11][N:12](C3CC3)[C:13]=2[N:14]2[CH2:20][CH2:19][CH2:18][C@@H:17]([NH:21][C:22](=[O:27])[C:23]([F:26])([F:25])[F:24])[CH2:16][CH2:15]2)[N:6]=1.[CH:40]1([CH2:43]N2C(N3CCC[C@@H](NC(=O)C(F)(F)F)CC3)=C([N+]([O-])=O)C=N2)[CH2:42][CH2:41]1.